Dataset: Peptide-MHC class I binding affinity with 185,985 pairs from IEDB/IMGT. Task: Regression. Given a peptide amino acid sequence and an MHC pseudo amino acid sequence, predict their binding affinity value. This is MHC class I binding data. (1) The peptide sequence is DALLNKTQI. The MHC is H-2-Kb with pseudo-sequence H-2-Kb. The binding affinity (normalized) is 0. (2) The peptide sequence is QYLYGVGSSI. The MHC is Patr-A0901 with pseudo-sequence Patr-A0901. The binding affinity (normalized) is 0.464. (3) The peptide sequence is IIRVTSELL. The MHC is HLA-A31:01 with pseudo-sequence HLA-A31:01. The binding affinity (normalized) is 0.0847. (4) The peptide sequence is APGWLIWTY. The MHC is HLA-A03:01 with pseudo-sequence HLA-A03:01. The binding affinity (normalized) is 0.139. (5) The peptide sequence is GVPPKVVSY. The MHC is HLA-B39:01 with pseudo-sequence HLA-B39:01. The binding affinity (normalized) is 0.0847. (6) The peptide sequence is FIAQSKGLY. The MHC is HLA-A29:02 with pseudo-sequence HLA-A29:02. The binding affinity (normalized) is 0.852. (7) The peptide sequence is EWANFKFRDL. The MHC is H-2-Db with pseudo-sequence H-2-Db. The binding affinity (normalized) is 0. (8) The peptide sequence is TMTDDIGMGV. The MHC is HLA-A02:06 with pseudo-sequence HLA-A02:06. The binding affinity (normalized) is 0.840.